Task: Predict the reaction yield, written as a fraction of the theoretical maximum amount of product (1.0 means a 100% yield; for example, 0.34 means a 34% yield).. Dataset: Reaction yield outcomes from USPTO patents with 853,638 reactions (1) The reactants are [NH2:1][C:2]1[CH2:7][O:6][CH2:5][C:4]([C:9]2[CH:10]=[C:11]([NH:16][C:17](=O)[C:18]3[CH:23]=[CH:22][C:21]([Cl:24])=[CH:20][CH:19]=3)[CH:12]=[CH:13][C:14]=2[F:15])([CH3:8])[N:3]=1.COC1C=CC(P2(SP(C3C=CC(OC)=CC=3)(=S)S2)=[S:35])=CC=1. The catalyst is COCCOC. The product is [NH2:1][C:2]1[CH2:7][O:6][CH2:5][C:4]([C:9]2[CH:10]=[C:11]([NH:16][C:17](=[S:35])[C:18]3[CH:23]=[CH:22][C:21]([Cl:24])=[CH:20][CH:19]=3)[CH:12]=[CH:13][C:14]=2[F:15])([CH3:8])[N:3]=1. The yield is 0.100. (2) No catalyst specified. The reactants are [CH3:1][C:2]1[O:6][N:5]=[C:4]([C:7]2[CH:12]=[CH:11][CH:10]=[CH:9][CH:8]=2)[C:3]=1[CH2:13][NH:14][C:15]1[CH:23]=[CH:22][C:18]([C:19]([OH:21])=O)=[CH:17][N:16]=1.[NH2:24][CH2:25][CH2:26][N:27]1[CH2:31][CH2:30][CH2:29][C:28]1=[O:32]. The product is [CH3:1][C:2]1[O:6][N:5]=[C:4]([C:7]2[CH:8]=[CH:9][CH:10]=[CH:11][CH:12]=2)[C:3]=1[CH2:13][NH:14][C:15]1[CH:23]=[CH:22][C:18]([C:19]([NH:24][CH2:25][CH2:26][N:27]2[CH2:31][CH2:30][CH2:29][C:28]2=[O:32])=[O:21])=[CH:17][N:16]=1. The yield is 0.830. (3) The reactants are [CH3:1][O:2][C:3]1[CH:4]=[C:5]([CH:10]=[CH:11][C:12]=1[O:13][CH2:14][C:15]([CH3:17])=[CH2:16])[C:6]([O:8][CH3:9])=[O:7].OS(O)(=O)=O.[CH3:23][OH:24]. No catalyst specified. The product is [CH3:1][O:2][C:3]1[CH:4]=[C:5]([CH:10]=[CH:11][C:12]=1[O:13][CH2:14][C:15]([O:24][CH3:23])([CH3:17])[CH3:16])[C:6]([O:8][CH3:9])=[O:7]. The yield is 0.590. (4) The reactants are CO.[CH:3]([C:5]1[CH:10]=[CH:9][C:8]([N:11]2[CH:15]([C:16]3[CH:21]=[CH:20][CH:19]=[CH:18][CH:17]=3)[C:14]([C:22](=[O:31])[C:23]3[CH:28]=[CH:27][C:26]([O:29][CH3:30])=[CH:25][CH:24]=3)=[C:13]([OH:32])[C:12]2=[O:33])=[CH:7][CH:6]=1)=O.[Cl-].[CH3:35][O:36][NH3+:37].C([O-])(=O)C.[Na+]. The catalyst is O. The product is [OH:32][C:13]1[C:12](=[O:33])[N:11]([C:8]2[CH:7]=[CH:6][C:5]([CH:3]=[N:37][O:36][CH3:35])=[CH:10][CH:9]=2)[CH:15]([C:16]2[CH:21]=[CH:20][CH:19]=[CH:18][CH:17]=2)[C:14]=1[C:22](=[O:31])[C:23]1[CH:28]=[CH:27][C:26]([O:29][CH3:30])=[CH:25][CH:24]=1. The yield is 0.0300.